This data is from TCR-epitope binding with 47,182 pairs between 192 epitopes and 23,139 TCRs. The task is: Binary Classification. Given a T-cell receptor sequence (or CDR3 region) and an epitope sequence, predict whether binding occurs between them. (1) The epitope is YEGNSPFHPL. The TCR CDR3 sequence is CASSGRGGYSGANVLTF. Result: 0 (the TCR does not bind to the epitope). (2) The epitope is SEPVLKGVKL. The TCR CDR3 sequence is CASSQDRLTGGYTF. Result: 0 (the TCR does not bind to the epitope). (3) The epitope is KLSYGIATV. The TCR CDR3 sequence is CSVEVGWGDAEQYF. Result: 1 (the TCR binds to the epitope). (4) Result: 0 (the TCR does not bind to the epitope). The TCR CDR3 sequence is CASSKVAGALNEQFF. The epitope is NLSALGIFST. (5) The epitope is AVFDRKSDAK. The TCR CDR3 sequence is CASSRLALLTDTQYF. Result: 1 (the TCR binds to the epitope). (6) The epitope is LLWNGPMAV. The TCR CDR3 sequence is CASSQGLAYEQFF. Result: 1 (the TCR binds to the epitope). (7) Result: 1 (the TCR binds to the epitope). The TCR CDR3 sequence is CASSPMDLLDEQYF. The epitope is KAFSPEVIPMF.